Regression. Given a peptide amino acid sequence and an MHC pseudo amino acid sequence, predict their binding affinity value. This is MHC class I binding data. From a dataset of Peptide-MHC class I binding affinity with 185,985 pairs from IEDB/IMGT. (1) The peptide sequence is KLFGFGAQF. The MHC is HLA-B08:01 with pseudo-sequence HLA-B08:01. The binding affinity (normalized) is 0.0847. (2) The peptide sequence is ALMRWRHPR. The binding affinity (normalized) is 0.0847. The MHC is HLA-B07:02 with pseudo-sequence HLA-B07:02. (3) The peptide sequence is RAKRGTAQI. The MHC is HLA-A30:01 with pseudo-sequence HLA-A30:01. The binding affinity (normalized) is 0.545. (4) The peptide sequence is CTPPALNCY. The MHC is HLA-A01:01 with pseudo-sequence HLA-A01:01. The binding affinity (normalized) is 0. (5) The peptide sequence is DCFLWHVRK. The MHC is HLA-A03:01 with pseudo-sequence HLA-A03:01. The binding affinity (normalized) is 0.325.